Predict the reactants needed to synthesize the given product. From a dataset of Full USPTO retrosynthesis dataset with 1.9M reactions from patents (1976-2016). (1) Given the product [CH3:16][CH:10]([CH2:9][C:7]1[CH:6]=[CH:5][N:4]=[C:3]([C:1]2[S:20][C:19]3[CH:21]=[CH:22][CH:23]=[CH:24][C:18]=3[C:17](=[O:25])[N:2]=2)[CH:8]=1)[C:11]([O:13][CH2:14][CH3:15])=[O:12], predict the reactants needed to synthesize it. The reactants are: [C:1]([C:3]1[CH:8]=[C:7]([CH2:9][CH:10]([CH3:16])[C:11]([O:13][CH2:14][CH3:15])=[O:12])[CH:6]=[CH:5][N:4]=1)#[N:2].[C:17](OC)(=[O:25])[C:18]1[C:19](=[CH:21][CH:22]=[CH:23][CH:24]=1)[SH:20].C(N(CC)CC)C.C(OC(C)C)(C)C. (2) The reactants are: [CH2:1]1[C:9]2[C:4](=[CH:5][CH:6]=[CH:7][CH:8]=2)[CH2:3][CH:2]1[NH:10][C:11]([C:13]1[CH:18]=[CH:17][CH:16]=[C:15]([C:19]2[C:27]3[C:22](=[CH:23][CH:24]=[C:25]([C:28]4[N:32]=[CH:31][N:30](C(C5C=CC=CC=5)(C5C=CC=CC=5)C5C=CC=CC=5)[N:29]=4)[CH:26]=3)[N:21](C3CCCCO3)[N:20]=2)[CH:14]=1)=[O:12].Cl.C(=O)(O)[O-].[Na+]. Given the product [NH:29]1[C:28]([C:25]2[CH:26]=[C:27]3[C:22](=[CH:23][CH:24]=2)[NH:21][N:20]=[C:19]3[C:15]2[CH:14]=[C:13]([C:11]([NH:10][CH:2]3[CH2:1][C:9]4[C:4](=[CH:5][CH:6]=[CH:7][CH:8]=4)[CH2:3]3)=[O:12])[CH:18]=[CH:17][CH:16]=2)=[N:32][CH:31]=[N:30]1, predict the reactants needed to synthesize it. (3) Given the product [Cl:1][C:2]1[S:6][C:5]([C:7]([Cl:16])=[O:8])=[C:4]([Si:10]([CH3:13])([CH3:12])[CH3:11])[CH:3]=1.[Cl:1][C:2]1[S:6][C:5]([C:7]([N:22]([OH:23])[CH:19]([CH3:21])[CH3:20])=[O:9])=[C:4]([Si:10]([CH3:13])([CH3:12])[CH3:11])[CH:3]=1, predict the reactants needed to synthesize it. The reactants are: [Cl:1][C:2]1[S:6][C:5]([C:7]([OH:9])=[O:8])=[C:4]([Si:10]([CH3:13])([CH3:12])[CH3:11])[CH:3]=1.S(Cl)([Cl:16])=O.Cl.[CH:19]([NH:22][OH:23])([CH3:21])[CH3:20].C([O-])(O)=O.[Na+]. (4) Given the product [CH2:1]([O:3][C:4]([C:6]1[C:7]2[S:14][CH:13]=[C:12]([CH2:15][O:16][C:17]3[CH:22]=[CH:21][CH:20]=[C:19]([NH:23][C:33](=[O:40])[C:34]4[CH:39]=[CH:38][CH:37]=[CH:36][CH:35]=4)[CH:18]=3)[C:8]=2[CH:9]=[N:10][CH:11]=1)=[O:5])[CH3:2], predict the reactants needed to synthesize it. The reactants are: [CH2:1]([O:3][C:4]([C:6]1[C:7]2[S:14][CH:13]=[C:12]([CH2:15][O:16][C:17]3[CH:22]=[CH:21][CH:20]=[C:19]([NH2:23])[CH:18]=3)[C:8]=2[CH:9]=[N:10][CH:11]=1)=[O:5])[CH3:2].C(N(C(C)C)CC)(C)C.[C:33](Cl)(=[O:40])[C:34]1[CH:39]=[CH:38][CH:37]=[CH:36][CH:35]=1. (5) Given the product [Br:1][C:2]1[CH:7]=[CH:6][C:5]([N:21]2[CH:25]=[CH:24][N:23]=[CH:22]2)=[C:4]([N+:9]([O-:11])=[O:10])[CH:3]=1, predict the reactants needed to synthesize it. The reactants are: [Br:1][C:2]1[CH:7]=[CH:6][C:5](F)=[C:4]([N+:9]([O-:11])=[O:10])[CH:3]=1.C(N(C(C)C)CC)(C)C.[NH:21]1[CH:25]=[CH:24][N:23]=[CH:22]1.